From a dataset of Full USPTO retrosynthesis dataset with 1.9M reactions from patents (1976-2016). Predict the reactants needed to synthesize the given product. (1) Given the product [F:1][C:2]1[CH:7]=[CH:6][C:5]([CH3:8])=[CH:4][C:3]=1[C:9]1[O:13][N:12]=[C:11]([CH:14]([O:17][S:26]([CH3:25])(=[O:28])=[O:27])[CH2:15][CH3:16])[CH:10]=1, predict the reactants needed to synthesize it. The reactants are: [F:1][C:2]1[CH:7]=[CH:6][C:5]([CH3:8])=[CH:4][C:3]=1[C:9]1[O:13][N:12]=[C:11]([CH:14]([OH:17])[CH2:15][CH3:16])[CH:10]=1.C(N(CC)CC)C.[CH3:25][S:26](Cl)(=[O:28])=[O:27]. (2) Given the product [C:19]([O:18][C:17]([NH:16][C:15]1[S:14][C:13]([C:24]2[C:29]([F:30])=[CH:28][CH:27]=[CH:26][C:25]=2[F:31])=[N:12][C:11]=1[C:9]([NH:8][C:3]1[CH:4]=[N:5][N:6]([CH3:7])[C:2]=1[C:33]12[O:48][CH:36]([CH2:35][CH2:34]1)[CH:37]([NH:40][C:41](=[O:47])[O:42][C:43]([CH3:46])([CH3:45])[CH3:44])[CH2:38][CH2:39]2)=[O:10])=[O:23])([CH3:22])([CH3:21])[CH3:20], predict the reactants needed to synthesize it. The reactants are: Cl[C:2]1[N:6]([CH3:7])[N:5]=[CH:4][C:3]=1[NH:8][C:9]([C:11]1[N:12]=[C:13]([C:24]2[C:29]([F:30])=[CH:28][CH:27]=[CH:26][C:25]=2[F:31])[S:14][C:15]=1[NH:16][C:17](=[O:23])[O:18][C:19]([CH3:22])([CH3:21])[CH3:20])=[O:10].F[C:33]1(C2N(C)N=CC=2[N+]([O-])=O)[CH2:39][CH2:38][CH:37]([NH:40][C:41](=[O:47])[O:42][C:43]([CH3:46])([CH3:45])[CH3:44])[CH:36]([OH:48])[CH2:35][CH2:34]1. (3) The reactants are: [C:1](Cl)(Cl)=[O:2].[Cl:5][C:6]1[N:11]=[CH:10][C:9]([NH2:12])=[C:8]([NH:13][CH:14]([CH3:16])[CH3:15])[CH:7]=1.C(N(CC)CC)C. Given the product [Cl:5][C:6]1[N:11]=[CH:10][C:9]2[NH:12][C:1](=[O:2])[N:13]([CH:14]([CH3:16])[CH3:15])[C:8]=2[CH:7]=1, predict the reactants needed to synthesize it. (4) Given the product [C:24]([N:23]1[C:11]2[C:12](=[N:13][C:14]([C:15]3[CH:20]=[CH:19][C:18]([CH3:21])=[CH:17][CH:16]=3)=[C:9]([C:6]3[CH:5]=[CH:4][C:3]([C:1]#[N:2])=[CH:8][CH:7]=3)[CH:10]=2)[CH:22]=[N:27]1)(=[O:26])[CH3:25], predict the reactants needed to synthesize it. The reactants are: [C:1]([C:3]1[CH:8]=[CH:7][C:6]([C:9]2[CH:10]=[C:11]([NH:23][C:24](=[O:26])[CH3:25])[C:12]([CH3:22])=[N:13][C:14]=2[C:15]2[CH:20]=[CH:19][C:18]([CH3:21])=[CH:17][CH:16]=2)=[CH:5][CH:4]=1)#[N:2].[N:27](OC(C)(C)C)=O.CC(OC(C)=O)=O.CC([O-])=O.[K+].C([O-])(O)=O.[Na+]. (5) The reactants are: FC(F)(F)C(O)=O.[CH3:8][O:9][C:10]1[C:15]([CH3:16])=[CH:14][N:13]=[C:12]([CH2:17][N:18]2[C:28]3[C:29]4[C:20]([CH2:21][CH2:22][S:23][C:24]=4[N:25]=[C:26]([N:30](C(OC(C)(C)C)=O)C(OC(C)(C)C)=O)[N:27]=3)=[N:19]2)[C:11]=1[CH3:45].NC1N=C(Cl)C(C(O)CC=C)=C(Cl)N=1. Given the product [CH3:8][O:9][C:10]1[C:15]([CH3:16])=[CH:14][N:13]=[C:12]([CH2:17][N:18]2[C:28]3[C:29]4[C:20]([CH2:21][CH2:22][S:23][C:24]=4[N:25]=[C:26]([NH2:30])[N:27]=3)=[N:19]2)[C:11]=1[CH3:45], predict the reactants needed to synthesize it. (6) Given the product [C:42]([O:41][CH2:39][CH3:40])(=[O:53])[C:43]([O:1][C@@:2]([CH3:38])([C:3](=[O:35])[C@@H:4]([NH:12][C:13](=[O:34])[C@@H:14]([NH:18][C:19](=[O:33])[C@@H:20]([NH:24][C:25]([C:27]1[S:31][C:30]([CH3:32])=[N:29][CH:28]=1)=[O:26])[CH2:21][O:22][CH3:23])[CH2:15][O:16][CH3:17])[CH2:5][C:6]1[CH:7]=[CH:8][CH:9]=[CH:10][CH:11]=1)[CH2:36][I:37])=[O:44], predict the reactants needed to synthesize it. The reactants are: [OH:1][C@:2]([CH3:38])([CH2:36][I:37])[C:3](=[O:35])[C@@H:4]([NH:12][C:13](=[O:34])[C@@H:14]([NH:18][C:19](=[O:33])[C@@H:20]([NH:24][C:25]([C:27]1[S:31][C:30]([CH3:32])=[N:29][CH:28]=1)=[O:26])[CH2:21][O:22][CH3:23])[CH2:15][O:16][CH3:17])[CH2:5][C:6]1[CH:11]=[CH:10][CH:9]=[CH:8][CH:7]=1.[CH2:39]([O:41][C:42](=[O:53])[C:43](O[C:43](=[O:44])[C:42](=[O:53])[O:41][CH2:39][CH3:40])=[O:44])[CH3:40]. (7) Given the product [F:32][C:31]([F:34])([F:33])[C:29]([OH:35])=[O:30].[NH:8]1[CH2:11][CH:10]([O:12][C:13]2[CH:18]=[CH:17][C:16]([C:19]3[CH:24]=[CH:23][C:22]([C:25]([NH2:26])=[O:27])=[C:21]([F:28])[CH:20]=3)=[N:15][CH:14]=2)[CH2:9]1, predict the reactants needed to synthesize it. The reactants are: C(OC([N:8]1[CH2:11][CH:10]([O:12][C:13]2[CH:14]=[N:15][C:16]([C:19]3[CH:24]=[CH:23][C:22]([C:25](=[O:27])[NH2:26])=[C:21]([F:28])[CH:20]=3)=[CH:17][CH:18]=2)[CH2:9]1)=O)(C)(C)C.[C:29]([OH:35])([C:31]([F:34])([F:33])[F:32])=[O:30].